This data is from Catalyst prediction with 721,799 reactions and 888 catalyst types from USPTO. The task is: Predict which catalyst facilitates the given reaction. (1) Reactant: [Cl:1][C:2]1[C:7]([CH:8]=[CH:9][N+:10]([O-])=O)=[CH:6][CH:5]=[CH:4][C:3]=1[O:13][CH3:14].[H-].[Al+3].[Li+].[H-].[H-].[H-].O.C(OCC)(=O)C. Product: [Cl:1][C:2]1[C:3]([O:13][CH3:14])=[CH:4][CH:5]=[CH:6][C:7]=1[CH2:8][CH2:9][NH2:10]. The catalyst class is: 7. (2) Reactant: [F:1][CH2:2][CH2:3][NH:4][CH:5]=[C:6]([C:12](=[O:23])[C:13]1[CH:18]=[C:17]([F:19])[C:16]([F:20])=[C:15]([F:21])[C:14]=1F)[C:7]([O:9][CH2:10][CH3:11])=[O:8].[O-]P([O-])([O-])=O.[K+].[K+].[K+]. Product: [F:21][C:15]1[CH:14]=[C:13]2[C:18](=[C:17]([F:19])[C:16]=1[F:20])[N:4]([CH2:3][CH2:2][F:1])[CH:5]=[C:6]([C:7]([O:9][CH2:10][CH3:11])=[O:8])[C:12]2=[O:23]. The catalyst class is: 10. (3) Reactant: [C@@H:1]12[CH2:7][C:6](=[CH:8][C:9]([OH:11])=[O:10])[C@@H:5]1[CH2:4][CH2:3][CH2:2]2.S(=O)(=O)(O)O.[OH-].[Na+].[CH3:19][CH2:20]CCCCC. Product: [C@@H:1]12[CH2:7][C:6](=[CH:8][C:9]([O:11][CH2:19][CH3:20])=[O:10])[C@@H:5]1[CH2:4][CH2:3][CH2:2]2. The catalyst class is: 40. (4) Reactant: [O:1]1[C:5]2[CH:6]=[CH:7][C:8]([C:10]3[S:11][CH:12]=[C:13]([C:15]([OH:17])=O)[N:14]=3)=[CH:9][C:4]=2[CH2:3][CH2:2]1.[NH:18]1[CH:22]=[CH:21][N:20]=[C:19]1[NH2:23].F[P-](F)(F)(F)(F)F.N1(OC(N(C)C)=[N+](C)C)C2C=CC=CC=2N=N1.C(N(CC)C(C)C)(C)C. Product: [O:1]1[C:5]2[CH:6]=[CH:7][C:8]([C:10]3[S:11][CH:12]=[C:13]([C:15]([NH:23][C:19]4[NH:18][CH:22]=[CH:21][N:20]=4)=[O:17])[N:14]=3)=[CH:9][C:4]=2[CH2:3][CH2:2]1. The catalyst class is: 546.